From a dataset of Catalyst prediction with 721,799 reactions and 888 catalyst types from USPTO. Predict which catalyst facilitates the given reaction. (1) Reactant: [NH2:1][CH2:2][CH2:3][CH2:4][OH:5].[C:14](O[C:14]([O:16][C:17]([CH3:20])([CH3:19])[CH3:18])=[O:15])([O:16][C:17]([CH3:20])([CH3:19])[CH3:18])=[O:15].C(N(CC)CC)C.Cl.CN(C)C.[C:33]1([CH3:45])[CH:38]=[C:37]([CH3:39])[CH:36]=[C:35]([CH3:40])[C:34]=1[S:41](Cl)(=[O:43])=[O:42]. Product: [CH3:45][C:33]1[CH:38]=[C:37]([CH3:39])[CH:36]=[C:35]([CH3:40])[C:34]=1[S:41]([O:5][CH2:4][CH2:3][CH2:2][NH:1][C:14]([O:16][C:17]([CH3:18])([CH3:19])[CH3:20])=[O:15])(=[O:42])=[O:43]. The catalyst class is: 34. (2) Reactant: C[O:2][C:3](=O)[CH2:4][C:5]1[CH2:6][C:7]2[C:12]([CH:13]=1)=[CH:11][C:10]([Br:14])=[CH:9][CH:8]=2.[H-].[Al+3].[Li+].[H-].[H-].[H-].S([O-])([O-])(=O)=O.[Na+].[Na+]. Product: [Br:14][C:10]1[CH:11]=[C:12]2[C:7](=[CH:8][CH:9]=1)[CH2:6][C:5]([CH2:4][CH2:3][OH:2])=[CH:13]2. The catalyst class is: 27. (3) Reactant: [F:1][C:2]1[CH:7]=[CH:6][C:5]([C:8]2[N:9]=[C:10]([C:19]3[CH:24]=[CH:23][C:22]([S:25]([CH3:27])=[O:26])=[CH:21][CH:20]=3)[NH:11][C:12]=2[C:13]2[CH:18]=[CH:17][N:16]=[CH:15][CH:14]=2)=[CH:4][CH:3]=1.Cl.O.[O-:30][Mn](=O)(=O)=O.[K+].[O-]S([O-])=O.[Na+].[Na+].Cl.[OH-].[Na+]. Product: [F:1][C:2]1[CH:7]=[CH:6][C:5]([C:8]2[N:9]=[C:10]([C:19]3[CH:24]=[CH:23][C:22]([S:25]([CH3:27])(=[O:30])=[O:26])=[CH:21][CH:20]=3)[NH:11][C:12]=2[C:13]2[CH:14]=[CH:15][N:16]=[CH:17][CH:18]=2)=[CH:4][CH:3]=1. The catalyst class is: 6.